This data is from Forward reaction prediction with 1.9M reactions from USPTO patents (1976-2016). The task is: Predict the product of the given reaction. (1) Given the reactants Cl[C:2]1[N:10]=[C:9]2[C:5]([N:6]=[C:7]([CH3:16])[N:8]2[CH2:11][C:12]([CH3:15])([CH3:14])[CH3:13])=[CH:4][N:3]=1.[C-]#N.[Na+].C1N2CC[N:22](CC2)[CH2:21]1, predict the reaction product. The product is: [CH3:13][C:12]([CH3:15])([CH3:14])[CH2:11][N:8]1[C:7]([CH3:16])=[N:6][C:5]2[C:9]1=[N:10][C:2]([C:21]#[N:22])=[N:3][CH:4]=2. (2) The product is: [C:1]([N:4]1[C:13]2[C:8](=[CH:9][C:10]([C:14]([NH:45][O:44][CH3:43])=[O:16])=[CH:11][CH:12]=2)[CH:7]([NH:17][C:18]2[CH:19]=[CH:20][C:21]([N:24]3[CH2:25][CH2:26][O:27][CH2:28][CH2:29]3)=[CH:22][CH:23]=2)[CH2:6][CH:5]1[CH3:30])(=[O:3])[CH3:2]. Given the reactants [C:1]([N:4]1[C:13]2[C:8](=[CH:9][C:10]([C:14]([OH:16])=O)=[CH:11][CH:12]=2)[CH:7]([NH:17][C:18]2[CH:23]=[CH:22][C:21]([N:24]3[CH2:29][CH2:28][O:27][CH2:26][CH2:25]3)=[CH:20][CH:19]=2)[CH2:6][CH:5]1[CH3:30])(=[O:3])[CH3:2].Cl.C1C=CC2N(O)N=NC=2C=1.Cl.[CH3:43][O:44][NH2:45].C(=O)([O-])O.[Na+], predict the reaction product. (3) Given the reactants [CH:1]1([CH2:4][O:5][C:6]2[N:11]=[C:10]([C:12]([OH:14])=O)[CH:9]=[CH:8][C:7]=2[N:15]2[CH2:18][C:17]([F:20])([F:19])[CH2:16]2)[CH2:3][CH2:2]1.[CH:21]1([CH2:24][C@H:25]([NH2:32])[CH2:26][O:27][CH2:28][CH2:29][O:30][CH3:31])[CH2:23][CH2:22]1, predict the reaction product. The product is: [CH:21]1([CH2:24][C@H:25]([NH:32][C:12]([C:10]2[CH:9]=[CH:8][C:7]([N:15]3[CH2:18][C:17]([F:20])([F:19])[CH2:16]3)=[C:6]([O:5][CH2:4][CH:1]3[CH2:2][CH2:3]3)[N:11]=2)=[O:14])[CH2:26][O:27][CH2:28][CH2:29][O:30][CH3:31])[CH2:23][CH2:22]1. (4) Given the reactants CO[C:3]1[CH:8]=[CH:7][N:6]=[C:5]([C:9](O)=O)[CH:4]=1.C[Si](C#N)(C)C.CO[C:20]1[CH:25]=[CH:24][N+]([O-])=[CH:22][CH:21]=1.C[N:28](C)C(Cl)=O.C(=O)(O)[O-].[Na+], predict the reaction product. The product is: [CH2:22]([C:3]1[CH:8]=[CH:7][N:6]=[C:5]([C:9]#[N:28])[CH:4]=1)[CH2:21][CH2:20][CH2:25][CH3:24]. (5) Given the reactants [NH2:1][CH:2]([C:10]1[C:15]([O:16][CH3:17])=[CH:14][CH:13]=[CH:12][C:11]=1[O:18][CH3:19])[CH2:3][CH2:4][CH2:5][C:6]([O:8]C)=O.[O:20]([C:27]1[S:28][CH:29]=[C:30]([CH:32]=O)[N:31]=1)[C:21]1[CH:26]=[CH:25][CH:24]=[CH:23][CH:22]=1, predict the reaction product. The product is: [CH3:19][O:18][C:11]1[CH:12]=[CH:13][CH:14]=[C:15]([O:16][CH3:17])[C:10]=1[CH:2]1[N:1]([CH2:32][C:30]2[N:31]=[C:27]([O:20][C:21]3[CH:22]=[CH:23][CH:24]=[CH:25][CH:26]=3)[S:28][CH:29]=2)[C:6](=[O:8])[CH2:5][CH2:4][CH2:3]1.